Dataset: Forward reaction prediction with 1.9M reactions from USPTO patents (1976-2016). Task: Predict the product of the given reaction. (1) Given the reactants [CH:1]1([C:6]2[C:7]([OH:20])=[CH:8][C:9]([N+:17]([O-])=O)=[C:10]([CH2:12][C:13]([O:15][CH3:16])=[O:14])[CH:11]=2)[CH2:5][CH2:4][CH2:3][CH2:2]1.O, predict the reaction product. The product is: [NH2:17][C:9]1[CH:8]=[C:7]([OH:20])[C:6]([CH:1]2[CH2:5][CH2:4][CH2:3][CH2:2]2)=[CH:11][C:10]=1[CH2:12][C:13]([O:15][CH3:16])=[O:14]. (2) Given the reactants [Cl:1][C:2]1[CH:10]=[CH:9][C:5]([C:6]([OH:8])=[O:7])=[CH:4][C:3]=1[NH:11][C:12]([NH2:14])=[O:13].[F:15][C:16]([F:24])([F:23])[C:17](=O)[CH2:18][C:19](=O)[CH3:20].[CH2:25](O)[CH3:26], predict the reaction product. The product is: [CH2:25]([O:7][C:6](=[O:8])[C:5]1[CH:9]=[CH:10][C:2]([Cl:1])=[C:3]([N:11]2[C:19]([CH3:20])=[CH:18][C:17]([C:16]([F:24])([F:23])[F:15])=[N:14][C:12]2=[O:13])[CH:4]=1)[CH3:26]. (3) Given the reactants Cl.[NH2:2][C@@H:3]([CH2:6][CH:7]1[CH2:12][CH2:11][CH2:10][CH2:9][CH2:8]1)[CH2:4][OH:5].C(=O)([O-])[O-].[K+].[K+].O1CCCC1.[Cl:24][CH2:25][C:26](Cl)=[O:27], predict the reaction product. The product is: [Cl:24][CH2:25][C:26]([NH:2][C@H:3]([CH2:4][OH:5])[CH2:6][CH:7]1[CH2:12][CH2:11][CH2:10][CH2:9][CH2:8]1)=[O:27]. (4) Given the reactants [CH3:1][C:2]1[N:6]=[C:5]([C:7]2[S:11][C:10]([NH2:12])=[N:9][C:8]=2[C:13]2[CH:18]=[CH:17][CH:16]=[CH:15][CH:14]=2)[O:4][N:3]=1.[C:19]1([CH2:25][C:26](Cl)=[O:27])[CH:24]=[CH:23][CH:22]=[CH:21][CH:20]=1, predict the reaction product. The product is: [CH3:1][C:2]1[N:6]=[C:5]([C:7]2[S:11][C:10]([NH:12][C:26](=[O:27])[CH2:25][C:19]3[CH:24]=[CH:23][CH:22]=[CH:21][CH:20]=3)=[N:9][C:8]=2[C:13]2[CH:14]=[CH:15][CH:16]=[CH:17][CH:18]=2)[O:4][N:3]=1.